From a dataset of Reaction yield outcomes from USPTO patents with 853,638 reactions. Predict the reaction yield, written as a fraction of the theoretical maximum amount of product (1.0 means a 100% yield; for example, 0.34 means a 34% yield). The reactants are [O:1]=[C:2]1[N:7]([CH2:8][C:9]#[CH:10])[N:6]=[N:5][C:4]2=[C:11]([C:14](=[S:16])[NH2:15])[N:12]=[CH:13][N:3]12.Br[CH2:18][C:19]([C:21]1[S:22][CH:23]=[CH:24][N:25]=1)=O.C(N(CC)CC)C. The catalyst is CC#N. The product is [S:22]1[CH:23]=[CH:24][N:25]=[C:21]1[C:19]1[N:15]=[C:14]([C:11]2[N:12]=[CH:13][N:3]3[C:2](=[O:1])[N:7]([CH2:8][C:9]#[CH:10])[N:6]=[N:5][C:4]=23)[S:16][CH:18]=1. The yield is 0.380.